From a dataset of Full USPTO retrosynthesis dataset with 1.9M reactions from patents (1976-2016). Predict the reactants needed to synthesize the given product. (1) Given the product [CH3:1][C:2]([C:8]1[CH:13]=[C:12]([N:14]2[CH2:19][CH2:18][O:17][CH2:16][C@@H:15]2[CH3:20])[N:11]=[C:10]([C:21]2[CH:22]=[CH:23][C:24]([NH:27][C:34](=[O:35])[O:36][C:37]3[CH:42]=[CH:41][CH:40]=[CH:39][CH:38]=3)=[CH:25][CH:26]=2)[N:9]=1)([S:4]([CH3:7])(=[O:5])=[O:6])[CH3:3], predict the reactants needed to synthesize it. The reactants are: [CH3:1][C:2]([C:8]1[CH:13]=[C:12]([N:14]2[CH2:19][CH2:18][O:17][CH2:16][C@@H:15]2[CH3:20])[N:11]=[C:10]([C:21]2[CH:26]=[CH:25][C:24]([NH2:27])=[CH:23][CH:22]=2)[N:9]=1)([S:4]([CH3:7])(=[O:6])=[O:5])[CH3:3].C(=O)(O)[O-].[Na+].Cl[C:34]([O:36][C:37]1[CH:42]=[CH:41][CH:40]=[CH:39][CH:38]=1)=[O:35]. (2) Given the product [CH:21]([Si:20]([CH:27]([CH3:29])[CH3:28])([CH:24]([CH3:26])[CH3:25])[C:2]1[CH:3]=[C:4]([C:8]2[CH:13]=[CH:12][CH:11]=[CH:10][N:9]=2)[CH:5]=[CH:6][CH:7]=1)([CH3:23])[CH3:22], predict the reactants needed to synthesize it. The reactants are: Br[C:2]1[CH:3]=[C:4]([C:8]2[CH:13]=[CH:12][CH:11]=[CH:10][N:9]=2)[CH:5]=[CH:6][CH:7]=1.C([Li])CCC.Cl[Si:20]([CH:27]([CH3:29])[CH3:28])([CH:24]([CH3:26])[CH3:25])[CH:21]([CH3:23])[CH3:22]. (3) Given the product [CH:32]([O:31][C:30]1[CH:29]=[CH:28][C:27]([S:35]([NH2:38])(=[O:36])=[O:37])=[CH:26][C:25]=1[NH:24][C:23]([NH:22][C:21]1[C:15]2[N:14]([CH3:40])[CH:13]=[N:17][C:16]=2[CH:18]=[CH:19][CH:20]=1)=[S:39])([CH3:34])[CH3:33], predict the reactants needed to synthesize it. The reactants are: CN1C2C(N)=CC=CC=2N=C1.C[C:13]1[N:14]([CH3:40])[C:15]2[C:21]([NH:22][C:23](=[S:39])[NH:24][C:25]3[CH:26]=[C:27]([S:35]([NH2:38])(=[O:37])=[O:36])[CH:28]=[CH:29][C:30]=3[O:31][CH:32]([CH3:34])[CH3:33])=[CH:20][CH:19]=[CH:18][C:16]=2[N:17]=1. (4) Given the product [CH:2]1([CH2:8][N:9]2[CH2:14][CH2:13][CH2:12][C@H:11]([CH2:15][NH:16][C:17]([C@H:19]3[CH2:23][CH2:22][CH2:21][N:20]3[C:24]([C@@H:26]3[CH2:30][C:29](=[O:31])[CH2:28][N:27]3[C:32](=[O:53])[CH2:33][C:34]([C:47]3[CH:48]=[CH:49][CH:50]=[CH:51][CH:52]=3)([C:41]3[CH:42]=[CH:43][CH:44]=[CH:45][CH:46]=3)[C:35]3[CH:40]=[CH:39][CH:38]=[CH:37][CH:36]=3)=[O:25])=[O:18])[CH2:10]2)[CH2:3][CH2:4][CH2:5][CH2:6][CH2:7]1, predict the reactants needed to synthesize it. The reactants are: [Cl-].[CH:2]1([CH2:8][N:9]2[CH2:14][CH2:13][CH2:12][C@H:11]([CH2:15][NH:16][C:17]([C@H:19]3[CH2:23][CH2:22][CH2:21][N:20]3[C:24]([C@@H:26]3[CH2:30][C@@H:29]([OH:31])[CH2:28][N:27]3[C:32](=[O:53])[CH2:33][C:34]([C:47]3[CH:52]=[CH:51][CH:50]=[CH:49][CH:48]=3)([C:41]3[CH:46]=[CH:45][CH:44]=[CH:43][CH:42]=3)[C:35]3[CH:40]=[CH:39][CH:38]=[CH:37][CH:36]=3)=[O:25])=[O:18])[CH2:10]2)[CH2:7][CH2:6][CH2:5][CH2:4][CH2:3]1.C(N(CC)CC)C. (5) The reactants are: [OH:1][C:2]1[CH:7]=[CH:6][N:5]([C:8]2[S:9][C:10]([C:14]([OH:16])=O)=[C:11]([CH3:13])[N:12]=2)[C:4](=[O:17])[CH:3]=1.[F:18][C:19]1[CH:20]=[C:21]([CH2:26][NH2:27])[CH:22]=[CH:23][C:24]=1[F:25]. Given the product [F:18][C:19]1[CH:20]=[C:21]([CH:22]=[CH:23][C:24]=1[F:25])[CH2:26][NH:27][C:14]([C:10]1[S:9][C:8]([N:5]2[CH:6]=[CH:7][C:2]([OH:1])=[CH:3][C:4]2=[O:17])=[N:12][C:11]=1[CH3:13])=[O:16], predict the reactants needed to synthesize it. (6) Given the product [CH2:1]([N:8]1[C:20]2[CH:19]=[C:18]3[C:13]([CH:14]=[CH:15][N:16]=[C:17]3[N:21]3[CH2:22][CH2:23][N:24]([C:29](=[O:30])[C:28]([F:39])([F:38])[F:27])[CH2:25][CH2:26]3)=[CH:12][C:11]=2[CH2:10][CH2:9]1)[C:2]1[CH:7]=[CH:6][CH:5]=[CH:4][CH:3]=1, predict the reactants needed to synthesize it. The reactants are: [CH2:1]([N:8]1[C:20]2[CH:19]=[C:18]3[C:13]([CH:14]=[CH:15][N:16]=[C:17]3[N:21]3[CH2:26][CH2:25][NH:24][CH2:23][CH2:22]3)=[CH:12][C:11]=2[CH2:10][CH2:9]1)[C:2]1[CH:7]=[CH:6][CH:5]=[CH:4][CH:3]=1.[F:27][C:28]([F:39])([F:38])[C:29](OC1C=CC=CN=1)=[O:30]. (7) Given the product [Cl:1][C:2]1[CH:7]=[CH:6][C:5]([NH:8][CH:9]2[CH2:12][S:11](=[O:14])(=[O:13])[CH2:10]2)=[C:4]([F:30])[CH:3]=1, predict the reactants needed to synthesize it. The reactants are: [Cl:1][C:2]1[CH:7]=[CH:6][C:5]([NH:8][CH:9]2[CH2:12][S:11](=[O:14])(=[O:13])[CH2:10]2)=[C:4]([N+]([O-])=O)[CH:3]=1.ClC1C=CC(NC2CSC2)=C([F:30])C=1.